From a dataset of Catalyst prediction with 721,799 reactions and 888 catalyst types from USPTO. Predict which catalyst facilitates the given reaction. (1) Reactant: C([O:4][C:5](=[O:40])[CH2:6][C:7]1[CH:8]=[C:9]([CH:15]=[CH:16][C:17]=1[O:18][CH2:19][CH2:20][CH2:21][C:22]1[CH:27]=[CH:26][C:25]([O:28][CH2:29][CH2:30][CH2:31][CH2:32][O:33][CH:34]2[CH2:39][CH2:38][CH2:37][CH2:36][CH2:35]2)=[CH:24][CH:23]=1)[C:10]([O:12][CH2:13][CH3:14])=[O:11])C=C.N1CCOCC1. Product: [CH:34]1([O:33][CH2:32][CH2:31][CH2:30][CH2:29][O:28][C:25]2[CH:26]=[CH:27][C:22]([CH2:21][CH2:20][CH2:19][O:18][C:17]3[CH:16]=[CH:15][C:9]([C:10]([O:12][CH2:13][CH3:14])=[O:11])=[CH:8][C:7]=3[CH2:6][C:5]([OH:40])=[O:4])=[CH:23][CH:24]=2)[CH2:39][CH2:38][CH2:37][CH2:36][CH2:35]1. The catalyst class is: 602. (2) Reactant: Cl[C:2]1[C:14]2[C:13]3[CH:12]=[C:11]([O:15][CH3:16])[C:10]([C:17]4[C:18]([CH3:23])=[N:19][O:20][C:21]=4[CH3:22])=[CH:9][C:8]=3[NH:7][C:6]=2[CH:5]=[CH:4][N:3]=1.[CH:24]1([C:27]2[CH:31]=[C:30]([NH2:32])[N:29]([CH3:33])[N:28]=2)[CH2:26][CH2:25]1.CC(C)([O-])C.[Na+].FC(F)(F)C(O)=O. Product: [CH:24]1([C:27]2[CH:31]=[C:30]([NH:32][C:2]3[C:14]4[C:13]5[CH:12]=[C:11]([O:15][CH3:16])[C:10]([C:17]6[C:18]([CH3:23])=[N:19][O:20][C:21]=6[CH3:22])=[CH:9][C:8]=5[NH:7][C:6]=4[CH:5]=[CH:4][N:3]=3)[N:29]([CH3:33])[N:28]=2)[CH2:26][CH2:25]1. The catalyst class is: 101. (3) Reactant: [NH2:1][C:2]1[S:3][C:4]2[CH2:10][CH:9]([NH:11][CH2:12][CH2:13][CH3:14])[CH2:8][CH2:7][C:5]=2[N:6]=1.[ClH:15]. The catalyst class is: 480. Product: [ClH:15].[ClH:15].[NH2:1][C:2]1[S:3][C:4]2[CH2:10][CH:9]([NH:11][CH2:12][CH2:13][CH3:14])[CH2:8][CH2:7][C:5]=2[N:6]=1. (4) Reactant: C(OC(=O)[NH:7][C@@H:8]1[CH2:12][CH2:11][N:10]([C:13]2[N:21]=[C:20]3[C:16]([N:17]=[CH:18][N:19]3[C@@H:22]3[CH2:26][C@H:25]([N:27]4[CH:31]=[C:30]([CH2:32][CH3:33])[CH:29]=[N:28]4)[C@@H:24]([OH:34])[C@H:23]3[OH:35])=[C:15]([NH:36][CH2:37][CH:38]([C:45]3[CH:50]=[CH:49][CH:48]=[CH:47][CH:46]=3)[C:39]3[CH:44]=[CH:43][CH:42]=[CH:41][CH:40]=3)[N:14]=2)[CH2:9]1)(C)(C)C.Cl. Product: [NH2:7][C@@H:8]1[CH2:12][CH2:11][N:10]([C:13]2[N:21]=[C:20]3[C:16]([N:17]=[CH:18][N:19]3[C@@H:22]3[CH2:26][C@H:25]([N:27]4[CH:31]=[C:30]([CH2:32][CH3:33])[CH:29]=[N:28]4)[C@@H:24]([OH:34])[C@H:23]3[OH:35])=[C:15]([NH:36][CH2:37][CH:38]([C:45]3[CH:46]=[CH:47][CH:48]=[CH:49][CH:50]=3)[C:39]3[CH:40]=[CH:41][CH:42]=[CH:43][CH:44]=3)[N:14]=2)[CH2:9]1. The catalyst class is: 71. (5) Reactant: [CH3:1][C:2]1[C:3]([OH:11])=[C:4]([CH3:10])[C:5]([CH3:9])=[C:6]([CH:8]=1)[OH:7].[C:12](O)(=[O:15])[CH:13]=[CH2:14]. Product: [OH:11][C:3]1[C:2]([CH3:1])=[C:8]2[C:6](=[C:5]([CH3:9])[C:4]=1[CH3:10])[O:7][C:12](=[O:15])[CH2:13][CH2:14]2. The catalyst class is: 501.